Predict the reactants needed to synthesize the given product. From a dataset of Full USPTO retrosynthesis dataset with 1.9M reactions from patents (1976-2016). (1) The reactants are: CN(C(ON1N=NC2C=CC=NC1=2)=[N+](C)C)C.F[P-](F)(F)(F)(F)F.[C:25]([N:28]1[C:37]2[C:32](=[CH:33][C:34]([NH2:38])=[CH:35][CH:36]=2)[C:31]([C:40]2[CH:45]=[CH:44][CH:43]=[CH:42][CH:41]=2)([CH3:39])[CH2:30][C:29]1([CH3:47])[CH3:46])(=[O:27])[CH3:26].[Br:48][C:49]1[CH:50]=[C:51]([CH:55]=[C:56]([Br:58])[CH:57]=1)[C:52](O)=[O:53].C(N(CC)C(C)C)(C)C. Given the product [C:25]([N:28]1[C:37]2[C:32](=[CH:33][C:34]([NH:38][C:52](=[O:53])[C:51]3[CH:50]=[C:49]([Br:48])[CH:57]=[C:56]([Br:58])[CH:55]=3)=[CH:35][CH:36]=2)[C:31]([C:40]2[CH:45]=[CH:44][CH:43]=[CH:42][CH:41]=2)([CH3:39])[CH2:30][C:29]1([CH3:47])[CH3:46])(=[O:27])[CH3:26], predict the reactants needed to synthesize it. (2) The reactants are: [CH:14]1[CH:19]=[CH:18][C:17](P([C:14]2[CH:19]=[CH:18][CH:17]=[CH:16][CH:15]=2)[C:14]2[CH:19]=[CH:18][CH:17]=[CH:16][CH:15]=2)=[CH:16][CH:15]=1.Br[C:21]1[CH:29]=[C:28]([C:30]([CH3:33])([CH3:32])[CH3:31])[CH:27]=[C:26]2[C:22]=1[CH2:23][CH:24]([CH3:35])[C:25]2=[O:34].[C:36](OB(C1C=CC=CC=1)O)([CH3:39])([CH3:38])[CH3:37].C([O-])([O-])=O.[Na+].[Na+]. Given the product [C:30]([C:28]1[CH:27]=[C:26]2[C:22]([CH2:23][CH:24]([CH3:35])[C:25]2=[O:34])=[C:21]([C:14]2[CH:15]=[CH:16][C:17]([C:36]([CH3:39])([CH3:38])[CH3:37])=[CH:18][CH:19]=2)[CH:29]=1)([CH3:33])([CH3:32])[CH3:31], predict the reactants needed to synthesize it. (3) Given the product [CH:45]1([N:44]([C:5](=[O:7])[CH2:4][C:2]([OH:8])([CH3:1])[CH3:3])[CH2:43][CH2:42][C@H:17]2[CH2:18][CH2:19][C@@H:20]([N:22]([CH:39]([CH3:41])[CH3:40])[C:23](=[O:38])[C:24]3[CH:29]=[CH:28][C:27]([O:30][CH3:31])=[C:26]([O:32][CH2:33][CH2:34][CH2:35][O:36][CH3:37])[CH:25]=3)[CH2:21][N:16]2[C:14]([O:13][C:9]([CH3:11])([CH3:10])[CH3:12])=[O:15])[CH2:47][CH2:46]1, predict the reactants needed to synthesize it. The reactants are: [CH3:1][C:2]([OH:8])([CH2:4][C:5]([OH:7])=O)[CH3:3].[C:9]([O:13][C:14]([N:16]1[CH2:21][C@H:20]([N:22]([CH:39]([CH3:41])[CH3:40])[C:23](=[O:38])[C:24]2[CH:29]=[CH:28][C:27]([O:30][CH3:31])=[C:26]([O:32][CH2:33][CH2:34][CH2:35][O:36][CH3:37])[CH:25]=2)[CH2:19][CH2:18][C@H:17]1[CH2:42][CH2:43][NH:44][CH:45]1[CH2:47][CH2:46]1)=[O:15])([CH3:12])([CH3:11])[CH3:10]. (4) Given the product [CH3:57][N:2]([CH3:1])[CH2:3][CH2:4][N:5]([CH3:56])[CH2:6][C:7]([C@H:9]1[C@@H:13]2[C@@H:14]3[C@@:27]([CH3:30])([CH2:28][CH2:29][C@@:12]2([C:48](=[O:55])[NH:49][CH2:50][CH2:51][N:52]([CH3:53])[CH3:54])[CH2:11][CH2:10]1)[C@@:26]1([CH3:31])[C@@H:17]([C@:18]2([CH3:47])[C@@H:23]([CH2:24][CH2:25]1)[C:22]([CH3:33])([CH3:32])[C:21]([C:34]1[CH:46]=[CH:45][C:37]([C:38]([OH:40])=[O:39])=[CH:36][CH:35]=1)=[CH:20][CH2:19]2)[CH2:16][CH2:15]3)=[CH2:8], predict the reactants needed to synthesize it. The reactants are: [CH3:1][N:2]([CH3:57])[CH2:3][CH2:4][N:5]([CH3:56])[CH2:6][C:7]([C@H:9]1[C@@H:13]2[C@@H:14]3[C@@:27]([CH3:30])([CH2:28][CH2:29][C@@:12]2([C:48](=[O:55])[NH:49][CH2:50][CH2:51][N:52]([CH3:54])[CH3:53])[CH2:11][CH2:10]1)[C@@:26]1([CH3:31])[C@@H:17]([C@:18]2([CH3:47])[C@@H:23]([CH2:24][CH2:25]1)[C:22]([CH3:33])([CH3:32])[C:21]([C:34]1[CH:46]=[CH:45][C:37]([C:38]([O:40]C(C)(C)C)=[O:39])=[CH:36][CH:35]=1)=[CH:20][CH2:19]2)[CH2:16][CH2:15]3)=[CH2:8].C(O)(C(F)(F)F)=O. (5) Given the product [CH3:21][O:20][C:19]1[C:11]2[N:10]=[C:32]([C:22]3[C:31]4[C:26](=[CH:27][CH:28]=[CH:29][CH:30]=4)[CH:25]=[CH:24][CH:23]=3)[O:14][C:13](=[O:15])[C:12]=2[CH:16]=[CH:17][CH:18]=1, predict the reactants needed to synthesize it. The reactants are: C(N(C(C)C)CC)(C)C.[NH2:10][C:11]1[C:19]([O:20][CH3:21])=[CH:18][CH:17]=[CH:16][C:12]=1[C:13]([OH:15])=[O:14].[C:22]1([C:32](Cl)=O)[C:31]2[C:26](=[CH:27][CH:28]=[CH:29][CH:30]=2)[CH:25]=[CH:24][CH:23]=1.CN(C(ON1N=NC2C=CC=NC1=2)=[N+](C)C)C.F[P-](F)(F)(F)(F)F. (6) Given the product [OH:12][C:9]1[CH:10]=[C:11]2[C:6](=[CH:7][CH:8]=1)[C:5](=[O:13])[N:4]([C:14]1[CH:19]=[CH:18][C:17]([OH:20])=[CH:16][CH:15]=1)[CH:3]=[C:2]2[C:35]1[CH:34]=[CH:33][C:32]([S:29]([NH:28][CH3:27])(=[O:30])=[O:31])=[CH:37][CH:36]=1, predict the reactants needed to synthesize it. The reactants are: Br[C:2]1[C:11]2[C:6](=[CH:7][CH:8]=[C:9]([OH:12])[CH:10]=2)[C:5](=[O:13])[N:4]([C:14]2[CH:19]=[CH:18][C:17]([OH:20])=[CH:16][CH:15]=2)[CH:3]=1.C(=O)([O-])[O-].[K+].[K+].[CH3:27][NH:28][S:29]([C:32]1[CH:37]=[CH:36][C:35](B2OC(C)(C)C(C)(C)O2)=[CH:34][CH:33]=1)(=[O:31])=[O:30]. (7) Given the product [O:24]=[S:2]1(=[O:1])[CH2:7][CH2:6][CH:5]([C:8]2[CH:9]=[CH:10][C:11]([NH2:21])=[C:12]([N:14]3[CH2:15][CH2:16][CH:17]([CH3:20])[CH2:18][CH2:19]3)[CH:13]=2)[CH2:4][CH2:3]1, predict the reactants needed to synthesize it. The reactants are: [O:1]=[S:2]1(=[O:24])[CH2:7][CH:6]=[C:5]([C:8]2[CH:9]=[CH:10][C:11]([N+:21]([O-])=O)=[C:12]([N:14]3[CH2:19][CH2:18][CH:17]([CH3:20])[CH2:16][CH2:15]3)[CH:13]=2)[CH2:4][CH2:3]1.